From a dataset of Experimentally validated miRNA-target interactions with 360,000+ pairs, plus equal number of negative samples. Binary Classification. Given a miRNA mature sequence and a target amino acid sequence, predict their likelihood of interaction. (1) The miRNA is hsa-miR-6515-3p with sequence UCUCUUCAUCUACCCCCCAG. The protein sequence of the target gene is MRDSTGAGNSLVHKRSPLRRNQKTPTSLTKLSLQDGHKAKKPACKFEEGQDVLARWSDGLFYLGTIKKINILKQSCFIIFEDSSKSWVLWKDIQTGATGSGEMVCTICQEEYSEAPNEMVICDKCGQGYHQLCHTPHIDSSVIDSDEKWLCRQCVFATTTKRGGALKKGPNAKALQVMKQTLPYSVADLEWDAGHKTNVQQCYCYCGGPGDWYLKMLQCCKCKQWFHEACVQCLQKPMLFGDRFYTFICSVCSSGPEYLKRLPLQWVDIAHLCLYNLSVIHKKKYFDSELELMTYINENW.... Result: 1 (interaction). (2) The miRNA is hsa-miR-6809-3p with sequence CUUCUCUUCUCUCCUUCCCAG. The protein sequence of the target gene is MQKHYTVAWFLYSAPGVDPSPPCRSLGWKRKREWSDESEEEPEKELAPEPEETWVVETLCGLKMKLKQQRVSPILLEHHKDFNSQLAPGVDPSPPHRSFCWKRKMEWWDKSEESEEEPRKVLAPEPEEIWVAEMLCGLKMKLKRRRVSLVLPEHHEAFNRLLEDPVIKRFLAWDKDLRVSDKYLLAMVIAYFSRAGFPSWQYQRLHFFLALYLANDMEEDDEDSKQNIFHFLYGKNRSRIPLLRKRRFQLYRSMNPRARKNRSHIPLVRKRRFQLRRCMNPRARKNRSQIVLFQKRRFHF.... Result: 1 (interaction).